From a dataset of hERG Central: cardiac toxicity at 1µM, 10µM, and general inhibition. Predict hERG channel inhibition at various concentrations. (1) The drug is Cc1cc2nc3n(c2cc1C)CC1CC(C(=O)NCc2cccc(Br)c2)N(C)C31. Results: hERG_inhib (hERG inhibition (general)): blocker. (2) The drug is COc1cc2c(cc1OC)C(c1cccs1)N(C(=O)c1ccc(S(=O)(=O)N(C)C)cc1)CC2. Results: hERG_inhib (hERG inhibition (general)): blocker.